Task: Predict the product of the given reaction.. Dataset: Forward reaction prediction with 1.9M reactions from USPTO patents (1976-2016) (1) Given the reactants [CH3:1][S:2]([C:5]1[CH:12]=[CH:11][C:8]([CH:9]=O)=[C:7]([N+:13]([O-:15])=[O:14])[CH:6]=1)(=[O:4])=[O:3].[Cl:16][C:17]1[CH:23]=[CH:22][C:20]([NH2:21])=[CH:19][CH:18]=1, predict the reaction product. The product is: [Cl:16][C:17]1[CH:23]=[CH:22][C:20](/[N:21]=[CH:9]/[C:8]2[CH:11]=[CH:12][C:5]([S:2]([CH3:1])(=[O:4])=[O:3])=[CH:6][C:7]=2[N+:13]([O-:15])=[O:14])=[CH:19][CH:18]=1. (2) Given the reactants [CH3:1][O:2][C:3]1[CH:12]=[CH:11][C:10]([N:13]2[CH2:18][CH2:17][N:16]([CH3:19])[CH2:15][CH2:14]2)=[C:9]2[C:4]=1[CH2:5][CH2:6][NH:7][CH2:8]2.[CH:20]([C:23]1[CH:33]=[CH:32][C:26]([O:27][CH2:28][C:29](O)=[O:30])=[CH:25][CH:24]=1)([CH3:22])[CH3:21].C(N(CC)CC)C.CN(C(ON1N=NC2C=CC=NC1=2)=[N+](C)C)C.F[P-](F)(F)(F)(F)F, predict the reaction product. The product is: [CH:20]([C:23]1[CH:33]=[CH:32][C:26]([O:27][CH2:28][C:29]([N:7]2[CH2:6][CH2:5][C:4]3[C:9](=[C:10]([N:13]4[CH2:14][CH2:15][N:16]([CH3:19])[CH2:17][CH2:18]4)[CH:11]=[CH:12][C:3]=3[O:2][CH3:1])[CH2:8]2)=[O:30])=[CH:25][CH:24]=1)([CH3:22])[CH3:21]. (3) Given the reactants [Li+].[OH-].[C:3]([O:7][C:8](=[O:79])[CH2:9][CH2:10][C@H:11]1[NH:28][C:27](=[O:29])[CH2:26][C@@H:25](/[CH:30]=[CH:31]/[CH2:32][CH2:33][S:34][C:35]([C:48]2[CH:53]=[CH:52][CH:51]=[CH:50][CH:49]=2)([C:42]2[CH:47]=[CH:46][CH:45]=[CH:44][CH:43]=2)[C:36]2[CH:41]=[CH:40][CH:39]=[CH:38][CH:37]=2)[O:24][C:23](=[O:54])[CH2:22][NH:21][C:20](=[O:55])[C:17]2([CH2:19][CH2:18]2)[NH:16][C:15](=[O:56])[C@@H:14](CSC(C2C=CC=CC=2)(C2C=CC=CC=2)C2C=CC=CC=2)[NH:13][C:12]1=[O:78])([CH3:6])([CH3:5])[CH3:4].Cl.[CH3:97][C:89]1[CH:90]=[CH:91][CH:92]=[C:93]([N+]([O-])=O)[C:88]=1C(OC(=O)[C:88]1[C:93]([N+]([O-])=O)=[CH:92][CH:91]=[CH:90][C:89]=1[CH3:97])=O, predict the reaction product. The product is: [C:3]([O:7][C:8](=[O:79])[CH2:9][CH2:10][C@H:11]1[NH:28][C:27](=[O:29])[CH2:26][C@H:25](/[CH:30]=[CH:31]/[CH2:32][CH2:33][S:34][C:35]([C:42]2[CH:47]=[CH:46][CH:45]=[CH:44][CH:43]=2)([C:48]2[CH:53]=[CH:52][CH:51]=[CH:50][CH:49]=2)[C:36]2[CH:37]=[CH:38][CH:39]=[CH:40][CH:41]=2)[O:24][C:23](=[O:54])[CH2:22][NH:21][C:20](=[O:55])[C:17]2([CH:32]([CH2:33][SH:34])[CH2:18][CH2:19]2)[NH:16][C:15](=[O:56])[C@@H:14]([C:97]([C:89]2[CH:88]=[CH:93][CH:92]=[CH:91][CH:90]=2)([C:38]2[CH:37]=[CH:36][CH:41]=[CH:40][CH:39]=2)[C:42]2[CH:47]=[CH:46][CH:45]=[CH:44][CH:43]=2)[NH:13][C:12]1=[O:78])([CH3:4])([CH3:5])[CH3:6]. (4) Given the reactants CN(C[CH2:5][OH:6])C.CCCCCC.[Li]CCCC.[Si:18]([O:25][CH2:26][CH2:27][C:28]1[CH:29]=[CH:30][C:31]([Cl:34])=[N:32][CH:33]=1)([C:21]([CH3:24])([CH3:23])[CH3:22])([CH3:20])[CH3:19].CN(C=O)C.C1COCC1, predict the reaction product. The product is: [Si:18]([O:25][CH2:26][CH2:27][C:28]1[C:33]([CH:5]=[O:6])=[N:32][C:31]([Cl:34])=[CH:30][CH:29]=1)([C:21]([CH3:23])([CH3:24])[CH3:22])([CH3:20])[CH3:19]. (5) Given the reactants FC(F)(F)S(O[C:7]1[C:8]2[N:9]([C:23]([CH2:30][CH:31]3[CH2:36][CH2:35][C:34]([F:38])([F:37])[CH2:33][CH2:32]3)=[C:24]([C:26]([F:29])([F:28])[F:27])[N:25]=2)[C:10]([CH3:22])=[CH:11][C:12]=1[C:13](=[O:21])[NH:14][CH:15]1[CH2:20][CH2:19][O:18][CH2:17][CH2:16]1)(=O)=O.[CH3:41]B1OB(C)OB(C)O1.C(=O)([O-])[O-].[Na+].[Na+].C(=O)([O-])O.[Na+], predict the reaction product. The product is: [F:38][C:34]1([F:37])[CH2:33][CH2:32][CH:31]([CH2:30][C:23]2[N:9]3[C:10]([CH3:22])=[CH:11][C:12]([C:13]([NH:14][CH:15]4[CH2:20][CH2:19][O:18][CH2:17][CH2:16]4)=[O:21])=[C:7]([CH3:41])[C:8]3=[N:25][C:24]=2[C:26]([F:27])([F:29])[F:28])[CH2:36][CH2:35]1. (6) The product is: [CH3:1][O:2][C:3](=[O:12])[C:4]1[CH:9]=[CH:8][C:7]([O:18][CH3:17])=[CH:6][C:5]=1[O:11][CH2:14][CH2:15][Cl:16]. Given the reactants [CH3:1][O:2][C:3](=[O:12])[C:4]1[CH:9]=[C:8](C)[CH:7]=[CH:6][C:5]=1[OH:11].Br[CH2:14][CH2:15][Cl:16].[C:17](=O)([O-])[O-:18].[K+].[K+], predict the reaction product.